This data is from Catalyst prediction with 721,799 reactions and 888 catalyst types from USPTO. The task is: Predict which catalyst facilitates the given reaction. (1) Reactant: [F:1][C:2]1[CH:7]=[CH:6][C:5]([N+:8]([O-])=O)=[CH:4][C:3]=1[CH2:11][C:12]([OH:14])=[O:13].O.[Cl-].[NH4+]. Product: [NH2:8][C:5]1[CH:6]=[CH:7][C:2]([F:1])=[C:3]([CH2:11][C:12]([OH:14])=[O:13])[CH:4]=1. The catalyst class is: 353. (2) Reactant: Cl[C:2]1[S:6][N:5]=[C:4]([S:7][CH2:8][CH:9]=[CH2:10])[N:3]=1.[CH2:11]([OH:18])[C:12]1[CH:17]=[CH:16][CH:15]=[CH:14][CH:13]=1.[H-].[Na+].[Cl-].[Na+]. Product: [CH2:11]([O:18][C:2]1[S:6][N:5]=[C:4]([S:7][CH2:8][CH:9]=[CH2:10])[N:3]=1)[C:12]1[CH:17]=[CH:16][CH:15]=[CH:14][CH:13]=1. The catalyst class is: 9. (3) Reactant: [CH3:1][O:2][C:3](=[O:13])/[CH:4]=[CH:5]\[C:6]1[CH:11]=[CH:10][C:9](F)=[CH:8][CH:7]=1.CO[CH2:16][N:17]([CH2:23][C:24]1[CH:29]=[CH:28][CH:27]=[CH:26][CH:25]=1)[CH2:18][Si](C)(C)C.[F:30]C(F)(F)C(O)=O. Product: [CH3:1][O:2][C:3]([CH:4]1[CH:5]([C:6]2[CH:11]=[CH:10][CH:9]=[CH:8][C:7]=2[F:30])[CH2:18][N:17]([CH2:23][C:24]2[CH:29]=[CH:28][CH:27]=[CH:26][CH:25]=2)[CH2:16]1)=[O:13]. The catalyst class is: 4.